Dataset: Forward reaction prediction with 1.9M reactions from USPTO patents (1976-2016). Task: Predict the product of the given reaction. Given the reactants [Cl:1][C:2]1[CH:3]=[C:4]2[C:8](=[CH:9][CH:10]=1)[C:7](=[O:11])[C:6]([F:16])([S:12]([CH3:15])(=[O:14])=[O:13])[CH2:5]2.[BH4-].[Na+].Cl.O, predict the reaction product. The product is: [Cl:1][C:2]1[CH:3]=[C:4]2[C:8](=[CH:9][CH:10]=1)[CH:7]([OH:11])[C:6]([F:16])([S:12]([CH3:15])(=[O:13])=[O:14])[CH2:5]2.